From a dataset of Reaction yield outcomes from USPTO patents with 853,638 reactions. Predict the reaction yield, written as a fraction of the theoretical maximum amount of product (1.0 means a 100% yield; for example, 0.34 means a 34% yield). (1) The reactants are [F:1][C:2]1[CH:3]=[C:4]([CH:22]=[C:23]([F:25])[CH:24]=1)[CH2:5][C@H:6]1[C@@H:10]([C@H:11]2[CH2:20][C:19]3[C:14](=[CH:15][CH:16]=[CH:17][CH:18]=3)[CH2:13][NH:12]2)[O:9][C:8](=[O:21])[NH:7]1.[CH3:26][O:27][C:28]1[CH:35]=[CH:34][C:31]([CH:32]=O)=[CH:30][CH:29]=1.[BH-](OC(C)=O)(OC(C)=O)OC(C)=O.[Na+].C(OCC)(=O)C. The catalyst is C1COCC1.C(O)(=O)C. The product is [F:1][C:2]1[CH:3]=[C:4]([CH:22]=[C:23]([F:25])[CH:24]=1)[CH2:5][C@H:6]1[C@@H:10]([C@H:11]2[CH2:20][C:19]3[C:14](=[CH:15][CH:16]=[CH:17][CH:18]=3)[CH2:13][N:12]2[CH2:32][C:31]2[CH:34]=[CH:35][C:28]([O:27][CH3:26])=[CH:29][CH:30]=2)[O:9][C:8](=[O:21])[NH:7]1. The yield is 0.800. (2) The reactants are [C:9](O[C:9]([O:11][C:12]([CH3:15])([CH3:14])[CH3:13])=[O:10])([O:11][C:12]([CH3:15])([CH3:14])[CH3:13])=[O:10].[CH2:16]([S:19][C:20]1[CH:27]=[CH:26][CH:25]=[CH:24][C:21]=1[CH2:22][NH2:23])[CH:17]=[CH2:18].C(O)(=O)CC(CC(O)=O)(C(O)=O)O. The product is [C:12]([O:11][C:9](=[O:10])[NH:23][CH2:22][C:21]1[CH:24]=[CH:25][CH:26]=[CH:27][C:20]=1[S:19][CH2:16][CH:17]=[CH2:18])([CH3:13])([CH3:14])[CH3:15]. The yield is 1.00. The catalyst is CN(C1C=CN=CC=1)C.C1COCC1. (3) The reactants are Cl[C:2]1[N:3]=[CH:4][C:5]([C:8]([NH:10][C:11]2[NH:12][N:13]=[C:14]([CH2:16][CH2:17][C:18]3[CH:23]=[C:22]([O:24][CH3:25])[CH:21]=[C:20]([O:26][CH3:27])[CH:19]=3)[CH:15]=2)=[O:9])=[N:6][CH:7]=1.[CH3:28][N:29]1[C@@H:34]([CH3:35])[CH2:33][NH:32][CH2:31][C@H:30]1[CH3:36].C[C@H]1CNC[C@@H](C)N1CC#N.C(N(C(C)C)C(C)C)C. The catalyst is CS(C)=O.CO. The product is [CH3:27][O:26][C:20]1[CH:19]=[C:18]([CH2:17][CH2:16][C:14]2[CH:15]=[C:11]([NH:10][C:8]([C:5]3[CH:4]=[N:3][C:2]([N:32]4[CH2:33][C@H:34]([CH3:35])[N:29]([CH3:28])[C@H:30]([CH3:36])[CH2:31]4)=[CH:7][N:6]=3)=[O:9])[NH:12][N:13]=2)[CH:23]=[C:22]([O:24][CH3:25])[CH:21]=1. The yield is 0.730. (4) The yield is 0.460. The product is [CH:21]1[C:22]2[C:17](=[CH:16][CH:15]=[CH:14][CH:13]=2)[CH:18]=[CH:19][C:20]=1[C:2]1[CH:3]=[C:4]2[C:9](=[CH:10][CH:11]=1)[N:8]=[CH:7][NH:6][C:5]2=[O:12]. The reactants are Br[C:2]1[CH:3]=[C:4]2[C:9](=[CH:10][CH:11]=1)[N:8]=[CH:7][NH:6][C:5]2=[O:12].[C:13]1(B(O)O)[C:22]2[C:17](=[CH:18][CH:19]=[CH:20][CH:21]=2)[CH:16]=[CH:15][CH:14]=1.C(=O)([O-])[O-].[K+].[K+].C1(P(C2C=CC=CC=2)C2C=CC=CC=2)C=CC=CC=1.C(=O)(O)[O-]. The catalyst is CN(C)C(=O)C.C(O)C.O.C1C=CC(/C=C/C(/C=C/C2C=CC=CC=2)=O)=CC=1.C1C=CC(/C=C/C(/C=C/C2C=CC=CC=2)=O)=CC=1.C1C=CC(/C=C/C(/C=C/C2C=CC=CC=2)=O)=CC=1.[Pd].[Pd].C(Cl)Cl. (5) The reactants are [N:1]([C:4]1[CH:11]=[CH:10][C:7]([C:8]#[N:9])=[C:6]([C:12]([F:15])([F:14])[F:13])[CH:5]=1)=[C:2]=[S:3].[CH3:16][C:17]([NH:21][C:22]1[CH:27]=[CH:26][CH:25]=[CH:24][CH:23]=1)([CH3:20])[C:18]#N.C[OH:29].Cl. The catalyst is CN(C=O)C.O. The product is [C:22]1([N:21]2[C:17]([CH3:16])([CH3:20])[C:18](=[O:29])[N:1]([C:4]3[CH:11]=[CH:10][C:7]([C:8]#[N:9])=[C:6]([C:12]([F:13])([F:15])[F:14])[CH:5]=3)[C:2]2=[S:3])[CH:27]=[CH:26][CH:25]=[CH:24][CH:23]=1. The yield is 0.710. (6) The catalyst is ClCCl. The product is [CH3:6][C:7]1[CH:12]=[C:11]([CH:10]=[CH:9][C:8]=1[S:13][CH3:14])[CH:15]=[O:16]. The yield is 0.540. The reactants are [Sn](Cl)(Cl)(Cl)Cl.[CH3:6][C:7]1[CH:12]=[CH:11][CH:10]=[CH:9][C:8]=1[S:13][CH3:14].[CH3:15][O:16]C(Cl)Cl. (7) The reactants are Br[C:2]1[CH:11]=[CH:10][CH:9]=[C:8]2[C:3]=1[CH2:4][CH2:5][N:6]([C:16]([O:18][C:19]([CH3:22])([CH3:21])[CH3:20])=[O:17])[CH:7]2[C:12]([O:14][CH3:15])=[O:13].B1([C:32]2[CH:37]=[N:36][CH:35]=[N:34][CH:33]=2)OC(C)(C)C(C)(C)O1.P([O-])([O-])([O-])=O.[K+].[K+].[K+].CS(C)=O. The catalyst is CCOC(C)=O.O. The product is [N:34]1[CH:33]=[C:32]([C:2]2[CH:11]=[CH:10][CH:9]=[C:8]3[C:3]=2[CH2:4][CH2:5][N:6]([C:16]([O:18][C:19]([CH3:22])([CH3:21])[CH3:20])=[O:17])[CH:7]3[C:12]([O:14][CH3:15])=[O:13])[CH:37]=[N:36][CH:35]=1. The yield is 1.00. (8) The reactants are [N:1]1[CH:6]=[CH:5][C:4]([CH:7]([OH:9])[CH3:8])=[CH:3][CH:2]=1.[H-].[Na+].[CH3:12][C:13]1[CH:18]=[CH:17][C:16]([S:19](Cl)(=[O:21])=[O:20])=[CH:15][CH:14]=1.O. The catalyst is C1COCC1. The product is [CH3:12][C:13]1[CH:18]=[CH:17][C:16]([S:19]([O:9][CH:7]([C:4]2[CH:5]=[CH:6][N:1]=[CH:2][CH:3]=2)[CH3:8])(=[O:21])=[O:20])=[CH:15][CH:14]=1. The yield is 0.622. (9) The reactants are [I:1][C:2]1[CH:7]=[CH:6][C:5]([OH:8])=[CH:4][CH:3]=1.C(=O)([O-])[O-].[Cs+].[Cs+].[Cl:15][CH2:16][CH2:17][CH2:18][CH2:19]I. The catalyst is C(#N)C. The product is [Cl:15][CH2:16][CH2:17][CH2:18][CH2:19][O:8][C:5]1[CH:6]=[CH:7][C:2]([I:1])=[CH:3][CH:4]=1. The yield is 0.990.